Dataset: Reaction yield outcomes from USPTO patents with 853,638 reactions. Task: Predict the reaction yield, written as a fraction of the theoretical maximum amount of product (1.0 means a 100% yield; for example, 0.34 means a 34% yield). (1) The reactants are [CH3:1][C:2]1[C:3]([NH:15][CH:16]2[CH2:32][CH2:31][C:19]3([CH2:23][N:22](C(OC(C)(C)C)=O)[CH2:21][CH2:20]3)[CH2:18][CH2:17]2)=[N:4][C:5]([NH:8][C:9]2[CH:10]=[N:11][N:12]([CH3:14])[CH:13]=2)=[N:6][CH:7]=1.Cl.CCOC(C)=O. The catalyst is C(Cl)Cl. The product is [CH3:1][C:2]1[C:3]([NH:15][CH:16]2[CH2:32][CH2:31][C:19]3([CH2:23][NH:22][CH2:21][CH2:20]3)[CH2:18][CH2:17]2)=[N:4][C:5]([NH:8][C:9]2[CH:10]=[N:11][N:12]([CH3:14])[CH:13]=2)=[N:6][CH:7]=1. The yield is 0.932. (2) The reactants are [Cl:1][C:2]1[CH:7]=[CH:6][C:5]([C:8](Cl)=[N:9][OH:10])=[CH:4][CH:3]=1.[C:12]([C:14]1[CH:23]=[CH:22][C:17]([C:18]([O:20][CH3:21])=[O:19])=[CH:16][CH:15]=1)#[CH:13].C(N(CC)CC)C.Cl. The yield is 0.810. The catalyst is O1CCCC1. The product is [Cl:1][C:2]1[CH:7]=[CH:6][C:5]([C:8]2[CH:13]=[C:12]([C:14]3[CH:23]=[CH:22][C:17]([C:18]([O:20][CH3:21])=[O:19])=[CH:16][CH:15]=3)[O:10][N:9]=2)=[CH:4][CH:3]=1. (3) The reactants are [Cl:1][C:2]1[CH:7]=[CH:6][CH:5]=[C:4]([Cl:8])[C:3]=1[C:9]1[S:10][C:11]2[CH:12]=[N+:13]([O-])[CH:14]=[C:15]([F:18])[C:16]=2[N:17]=1.P(Cl)(Cl)([Cl:22])=O. No catalyst specified. The product is [Cl:22][C:12]1[C:11]2[S:10][C:9]([C:3]3[C:2]([Cl:1])=[CH:7][CH:6]=[CH:5][C:4]=3[Cl:8])=[N:17][C:16]=2[C:15]([F:18])=[CH:14][N:13]=1. The yield is 0.490. (4) The catalyst is C(Cl)Cl.O. The product is [Br:20][C:18]1[N:19]=[C:14]([NH:12][CH2:11][C:7]2[CH:6]=[C:5]3[C:10](=[CH:9][CH:8]=2)[N:1]=[CH:2][CH:3]=[CH:4]3)[C:15]([NH2:21])=[N:16][CH:17]=1. The reactants are [N:1]1[C:10]2[C:5](=[CH:6][C:7]([CH2:11][NH2:12])=[CH:8][CH:9]=2)[CH:4]=[CH:3][CH:2]=1.Br[C:14]1[C:15]([NH2:21])=[N:16][CH:17]=[C:18]([Br:20])[N:19]=1.C(N(CC)CC)C. The yield is 0.920.